From a dataset of NCI-60 drug combinations with 297,098 pairs across 59 cell lines. Regression. Given two drug SMILES strings and cell line genomic features, predict the synergy score measuring deviation from expected non-interaction effect. (1) Drug 1: C1=C(C(=O)NC(=O)N1)F. Drug 2: CN1C=C(C=N1)C2=C3N=C(C(=C(N3N=C2)N)Br)C4CCCNC4. Cell line: SK-OV-3. Synergy scores: CSS=54.8, Synergy_ZIP=3.71, Synergy_Bliss=4.23, Synergy_Loewe=0.738, Synergy_HSA=5.74. (2) Drug 1: C1=CC=C(C(=C1)C(C2=CC=C(C=C2)Cl)C(Cl)Cl)Cl. Drug 2: CC12CCC3C(C1CCC2OP(=O)(O)O)CCC4=C3C=CC(=C4)OC(=O)N(CCCl)CCCl.[Na+]. Cell line: OVCAR-8. Synergy scores: CSS=3.12, Synergy_ZIP=-1.84, Synergy_Bliss=-0.767, Synergy_Loewe=-0.582, Synergy_HSA=-0.362. (3) Drug 1: CC1=CC2C(CCC3(C2CCC3(C(=O)C)OC(=O)C)C)C4(C1=CC(=O)CC4)C. Drug 2: C1=NC2=C(N=C(N=C2N1C3C(C(C(O3)CO)O)F)Cl)N. Cell line: TK-10. Synergy scores: CSS=12.9, Synergy_ZIP=-6.23, Synergy_Bliss=-2.65, Synergy_Loewe=-29.6, Synergy_HSA=-6.19. (4) Drug 1: CN(C)N=NC1=C(NC=N1)C(=O)N. Drug 2: C1=NC2=C(N=C(N=C2N1C3C(C(C(O3)CO)O)F)Cl)N. Cell line: HL-60(TB). Synergy scores: CSS=87.1, Synergy_ZIP=5.89, Synergy_Bliss=4.68, Synergy_Loewe=-7.79, Synergy_HSA=4.61. (5) Drug 1: CC1=C2C(C(=O)C3(C(CC4C(C3C(C(C2(C)C)(CC1OC(=O)C(C(C5=CC=CC=C5)NC(=O)OC(C)(C)C)O)O)OC(=O)C6=CC=CC=C6)(CO4)OC(=O)C)OC)C)OC. Drug 2: CC1CCC2CC(C(=CC=CC=CC(CC(C(=O)C(C(C(=CC(C(=O)CC(OC(=O)C3CCCCN3C(=O)C(=O)C1(O2)O)C(C)CC4CCC(C(C4)OC)OCCO)C)C)O)OC)C)C)C)OC. Cell line: SF-539. Synergy scores: CSS=41.8, Synergy_ZIP=-5.98, Synergy_Bliss=-7.48, Synergy_Loewe=-10.8, Synergy_HSA=-2.68. (6) Drug 1: CC12CCC3C(C1CCC2O)C(CC4=C3C=CC(=C4)O)CCCCCCCCCS(=O)CCCC(C(F)(F)F)(F)F. Drug 2: C1CCC(C(C1)N)N.C(=O)(C(=O)[O-])[O-].[Pt+4]. Cell line: HCT-15. Synergy scores: CSS=41.1, Synergy_ZIP=3.03, Synergy_Bliss=3.72, Synergy_Loewe=-15.4, Synergy_HSA=0.768.